This data is from Forward reaction prediction with 1.9M reactions from USPTO patents (1976-2016). The task is: Predict the product of the given reaction. (1) Given the reactants [N:1]1([C:6]2[CH:7]=[CH:8][C:9]3[C@H:14]([CH2:15][CH2:16][OH:17])[O:13][CH2:12][CH2:11][C:10]=3[CH:18]=2)[CH:5]=[CH:4][CH:3]=[N:2]1.[CH3:19][S:20](Cl)(=[O:22])=[O:21].CS(OCC[C@H]1C2C=CC(C(N)=O)=CC=2CCO1)(=O)=O, predict the reaction product. The product is: [CH3:19][S:20]([O:17][CH2:16][CH2:15][C@H:14]1[C:9]2[CH:8]=[CH:7][C:6]([N:1]3[CH:5]=[CH:4][CH:3]=[N:2]3)=[CH:18][C:10]=2[CH2:11][CH2:12][O:13]1)(=[O:22])=[O:21]. (2) Given the reactants C(O[C:4](=[O:19])[CH2:5][C:6]([C:8]1[CH:13]=[CH:12][CH:11]=[CH:10][C:9]=1[O:14][CH2:15][CH2:16][O:17][CH3:18])=O)C.Cl.[C:21]([NH2:24])(=[NH:23])[CH3:22].C(O[K])(C)(C)C.Cl, predict the reaction product. The product is: [CH3:18][O:17][CH2:16][CH2:15][O:14][C:9]1[CH:10]=[CH:11][CH:12]=[CH:13][C:8]=1[C:6]1[N:23]=[C:21]([CH3:22])[NH:24][C:4](=[O:19])[CH:5]=1. (3) Given the reactants Br[C:2]1[CH:6]=[CH:5][O:4][C:3]=1[CH:7]=[O:8].[C:9]1(B(O)O)[CH:14]=[CH:13][CH:12]=[CH:11][CH:10]=1.C(=O)([O-])[O-].[K+].[K+].C1C=CC(P(C2C=CC=CC=2)C2C=CC=CC=2)=CC=1, predict the reaction product. The product is: [C:9]1([C:2]2[CH:6]=[CH:5][O:4][C:3]=2[CH:7]=[O:8])[CH:14]=[CH:13][CH:12]=[CH:11][CH:10]=1. (4) Given the reactants C([O:3][P:4]([CH2:9][CH2:10][CH2:11][N:12]1[CH2:17][CH2:16][O:15][CH:14]([C:18]2[CH:23]=[CH:22][C:21]([O:24][CH2:25][CH2:26][CH2:27][CH2:28][CH2:29][CH2:30][CH2:31][CH3:32])=[CH:20][CH:19]=2)[CH2:13]1)(=[O:8])[O:5]CC)C.Br[Si](C)(C)C, predict the reaction product. The product is: [CH2:25]([O:24][C:21]1[CH:20]=[CH:19][C:18]([CH:14]2[O:15][CH2:16][CH2:17][N:12]([CH2:11][CH2:10][CH2:9][P:4](=[O:3])([OH:5])[OH:8])[CH2:13]2)=[CH:23][CH:22]=1)[CH2:26][CH2:27][CH2:28][CH2:29][CH2:30][CH2:31][CH3:32]. (5) Given the reactants [F:1][C:2](F)(F)[C:3]([C:8]([F:11])([F:10])[F:9])=[C:4](F)[O:5][CH3:6].C(O)(=O)C.[CH:18]([NH2:20])=[NH:19].[OH-].[Na+], predict the reaction product. The product is: [F:1][C:2]1[C:3]([C:8]([F:11])([F:10])[F:9])=[C:4]([O:5][CH3:6])[N:20]=[CH:18][N:19]=1. (6) Given the reactants [CH3:1][C:2]1[CH:10]=[CH:9][C:5]([C:6]([OH:8])=[O:7])=[CH:4][N:3]=1.[C:11]([O:15][CH2:16][CH3:17])(=[O:14])[CH:12]=O.CC(OC(C)=O)=O, predict the reaction product. The product is: [CH2:16]([O:15][C:11](=[O:14])/[CH:12]=[CH:1]/[C:2]1[CH:10]=[CH:9][C:5]([C:6]([OH:8])=[O:7])=[CH:4][N:3]=1)[CH3:17].